This data is from Catalyst prediction with 721,799 reactions and 888 catalyst types from USPTO. The task is: Predict which catalyst facilitates the given reaction. (1) The catalyst class is: 276. Product: [F:20][C:14]1[CH:15]=[C:16]([F:19])[CH:17]=[CH:18][C:13]=1[N:12]1[CH:8]([C:5]2[CH:6]=[CH:7][C:2]([C:37]3[CH:36]=[CH:35][CH:34]=[C:33]([S:32][CH3:31])[CH:38]=3)=[CH:3][CH:4]=2)[CH2:9][C:10]([C:21]([C:27]([F:29])([F:30])[F:28])([C:23]([F:25])([F:26])[F:24])[OH:22])=[N:11]1. Reactant: Br[C:2]1[CH:7]=[CH:6][C:5]([CH:8]2[N:12]([C:13]3[CH:18]=[CH:17][C:16]([F:19])=[CH:15][C:14]=3[F:20])[N:11]=[C:10]([C:21]([C:27]([F:30])([F:29])[F:28])([C:23]([F:26])([F:25])[F:24])[OH:22])[CH2:9]2)=[CH:4][CH:3]=1.[CH3:31][S:32][C:33]1[CH:34]=[C:35](B(O)O)[CH:36]=[CH:37][CH:38]=1.C(O)C.C(=O)([O-])[O-].[Na+].[Na+]. (2) Reactant: [NH2:1][C:2]1[CH:3]=[N:4][C:5]([NH:8][C:9]2[CH:14]=[CH:13][C:12]([S:15]([NH:18][CH2:19][CH2:20][N:21]3[CH2:25][CH2:24][CH2:23][CH2:22]3)(=[O:17])=[O:16])=[CH:11][CH:10]=2)=[N:6][CH:7]=1.[CH2:26]([NH:33][S:34]([C:37]1[CH:42]=[CH:41][C:40]([CH3:43])=[C:39](Br)[CH:38]=1)(=[O:36])=[O:35])[C:27]1[CH:32]=[CH:31][CH:30]=[CH:29][CH:28]=1.CC1(C)C2C(=C(P(C3C=CC=CC=3)C3C=CC=CC=3)C=CC=2)OC2C(P(C3C=CC=CC=3)C3C=CC=CC=3)=CC=CC1=2.CC(C)([O-])C.[K+]. Product: [CH2:26]([NH:33][S:34]([C:37]1[CH:38]=[CH:39][C:40]([CH3:43])=[C:41]([NH:1][C:2]2[CH:7]=[N:6][C:5]([NH:8][C:9]3[CH:14]=[CH:13][C:12]([S:15](=[O:17])(=[O:16])[NH:18][CH2:19][CH2:20][N:21]4[CH2:25][CH2:24][CH2:23][CH2:22]4)=[CH:11][CH:10]=3)=[N:4][CH:3]=2)[CH:42]=1)(=[O:36])=[O:35])[C:27]1[CH:28]=[CH:29][CH:30]=[CH:31][CH:32]=1. The catalyst class is: 231. (3) Reactant: C(=O)([O-])[O-].[Na+].[Na+].[CH3:7][C:8]1([CH:13]2[CH2:18][CH2:17][CH:16]([NH2:19])[CH2:15][CH2:14]2)[O:12][CH2:11][CH2:10][O:9]1.[C:20](Cl)([O:22][CH2:23][CH:24]1[C:36]2[C:31](=[CH:32][CH:33]=[CH:34][CH:35]=2)[C:30]2[C:25]1=[CH:26][CH:27]=[CH:28][CH:29]=2)=[O:21]. Product: [CH3:7][C:8]1([CH:13]2[CH2:18][CH2:17][CH:16]([NH:19][C:20](=[O:21])[O:22][CH2:23][CH:24]3[C:36]4[CH:35]=[CH:34][CH:33]=[CH:32][C:31]=4[C:30]4[C:25]3=[CH:26][CH:27]=[CH:28][CH:29]=4)[CH2:15][CH2:14]2)[O:9][CH2:10][CH2:11][O:12]1. The catalyst class is: 127. (4) Reactant: Br[CH2:2][CH2:3][O:4][C:5]1[CH:6]=[C:7]([CH:24]=[CH:25][C:26]=1[CH2:27][S:28]([CH3:31])(=[O:30])=[O:29])[C:8]([NH:10][C:11]1[CH:16]=[CH:15][C:14]([Cl:17])=[C:13]([C:18]2[CH:23]=[CH:22][CH:21]=[CH:20][N:19]=2)[CH:12]=1)=[O:9].C(=O)([O-])[O-].[K+].[K+].[N:38]1(C(OC(C)(C)C)=O)[CH2:43][CH2:42][NH:41][CH2:40][CH2:39]1. Product: [Cl:17][C:14]1[CH:15]=[CH:16][C:11]([NH:10][C:8](=[O:9])[C:7]2[CH:24]=[CH:25][C:26]([CH2:27][S:28]([CH3:31])(=[O:30])=[O:29])=[C:5]([O:4][CH2:3][CH2:2][N:38]3[CH2:43][CH2:42][NH:41][CH2:40][CH2:39]3)[CH:6]=2)=[CH:12][C:13]=1[C:18]1[CH:23]=[CH:22][CH:21]=[CH:20][N:19]=1. The catalyst class is: 3.